From a dataset of Peptide-MHC class II binding affinity with 134,281 pairs from IEDB. Regression. Given a peptide amino acid sequence and an MHC pseudo amino acid sequence, predict their binding affinity value. This is MHC class II binding data. (1) The peptide sequence is SKYALVDASLKMADPNRFRGKDLPVLDQL. The MHC is DRB4_0101 with pseudo-sequence DRB4_0103. The binding affinity (normalized) is 0. (2) The peptide sequence is LLKLTVAVGLHFHEM. The MHC is HLA-DQA10501-DQB10402 with pseudo-sequence HLA-DQA10501-DQB10402. The binding affinity (normalized) is 0. (3) The peptide sequence is DAYVATLTEALRVIA. The MHC is DRB1_0401 with pseudo-sequence DRB1_0401. The binding affinity (normalized) is 0.576.